From a dataset of Peptide-MHC class I binding affinity with 185,985 pairs from IEDB/IMGT. Regression. Given a peptide amino acid sequence and an MHC pseudo amino acid sequence, predict their binding affinity value. This is MHC class I binding data. (1) The peptide sequence is TVWNRLIAR. The MHC is HLA-A03:01 with pseudo-sequence HLA-A03:01. The binding affinity (normalized) is 0.660. (2) The peptide sequence is CERYGFPAS. The MHC is HLA-A02:03 with pseudo-sequence HLA-A02:03. The binding affinity (normalized) is 0.0847.